Dataset: Reaction yield outcomes from USPTO patents with 853,638 reactions. Task: Predict the reaction yield, written as a fraction of the theoretical maximum amount of product (1.0 means a 100% yield; for example, 0.34 means a 34% yield). (1) The reactants are FC(F)(F)C(O)=O.[CH3:8][O:9][C:10](=[O:53])[CH2:11][C:12]1[CH:13]=[C:14]([C:19]2[CH:24]=[CH:23][C:22]([C:25]([C:30]3[CH:35]=[CH:34][C:33]([CH2:36][CH2:37][CH:38]([O:43][Si](C(C)(C)C)(C)C)[C:39]([CH3:42])([CH3:41])[CH3:40])=[C:32]([CH3:51])[CH:31]=3)([CH2:28][CH3:29])[CH2:26][CH3:27])=[CH:21][C:20]=2[CH3:52])[CH:15]=[C:16]([OH:18])[CH:17]=1. The catalyst is ClCCl. The product is [CH3:8][O:9][C:10](=[O:53])[CH2:11][C:12]1[CH:13]=[C:14]([C:19]2[CH:24]=[CH:23][C:22]([C:25]([CH2:28][CH3:29])([C:30]3[CH:35]=[CH:34][C:33]([CH2:36][CH2:37][CH:38]([OH:43])[C:39]([CH3:41])([CH3:42])[CH3:40])=[C:32]([CH3:51])[CH:31]=3)[CH2:26][CH3:27])=[CH:21][C:20]=2[CH3:52])[CH:15]=[C:16]([OH:18])[CH:17]=1. The yield is 0.880. (2) The yield is 0.370. No catalyst specified. The product is [Cl:22][C:3]1[C:2]([O:26][CH3:25])=[N:21][C:6]2[N:7]=[C:8]([N:14]3[CH2:19][CH2:18][N:17]([CH3:20])[CH2:16][CH2:15]3)[C:9]3[N:10]([CH:11]=[N:12][N:13]=3)[C:5]=2[CH:4]=1. The reactants are Cl[C:2]1[C:3]([Cl:22])=[CH:4][C:5]2[N:10]3[CH:11]=[N:12][N:13]=[C:9]3[C:8]([N:14]3[CH2:19][CH2:18][N:17]([CH3:20])[CH2:16][CH2:15]3)=[N:7][C:6]=2[N:21]=1.[H-].[Na+].[CH3:25][OH:26].